Dataset: Full USPTO retrosynthesis dataset with 1.9M reactions from patents (1976-2016). Task: Predict the reactants needed to synthesize the given product. The reactants are: [CH3:1]N(C)CCN(C)C1C2N=C(CN(C)C3C4N=CC=CC=4CCC3)NC=2C=CC=1.[CH3:30][C:31]([NH:49][CH:50]1[C:59]2[N:58]=[CH:57][CH:56]=[CH:55][C:54]=2[CH2:53][CH2:52][CH2:51]1)([C:33]1[NH:37][C:36]2[CH:38]=[CH:39][CH:40]=[C:41]([N:42]3[CH2:47][CH2:46][N:45]([CH3:48])[CH2:44][CH2:43]3)[C:35]=2[N:34]=1)[CH3:32].C=O. Given the product [CH3:1][N:49]([C:31]([CH3:30])([C:33]1[NH:37][C:36]2[CH:38]=[CH:39][CH:40]=[C:41]([N:42]3[CH2:47][CH2:46][N:45]([CH3:48])[CH2:44][CH2:43]3)[C:35]=2[N:34]=1)[CH3:32])[CH:50]1[C:59]2[N:58]=[CH:57][CH:56]=[CH:55][C:54]=2[CH2:53][CH2:52][CH2:51]1, predict the reactants needed to synthesize it.